This data is from Catalyst prediction with 721,799 reactions and 888 catalyst types from USPTO. The task is: Predict which catalyst facilitates the given reaction. (1) The catalyst class is: 61. Reactant: [O:1]1[CH2:6][CH2:5][CH2:4][CH2:3][CH:2]1[O:7][C:8]1[CH:15]=[CH:14][C:11]([CH:12]=O)=[CH:10][CH:9]=1.[I:16][C:17]1[CH:23]=[CH:22][C:20]([NH2:21])=[CH:19][CH:18]=1.S([O-])([O-])(=O)=O.[Mg+2].[BH4-].[Na+]. Product: [I:16][C:17]1[CH:23]=[CH:22][C:20]([NH:21][CH2:12][C:11]2[CH:14]=[CH:15][C:8]([O:7][CH:2]3[CH2:3][CH2:4][CH2:5][CH2:6][O:1]3)=[CH:9][CH:10]=2)=[CH:19][CH:18]=1. (2) Reactant: [CH3:1][O:2][C:3](=[O:21])[C:4]([N:6]([C:14]([O:16][C:17]([CH3:20])([CH3:19])[CH3:18])=[O:15])[C:7]([O:9][C:10]([CH3:13])([CH3:12])[CH3:11])=[O:8])=[CH2:5].[NH:22]1[CH2:27][CH2:26][CH:25]([OH:28])[CH2:24][CH2:23]1. Product: [CH3:1][O:2][C:3](=[O:21])[CH:4]([N:6]([C:14]([O:16][C:17]([CH3:20])([CH3:19])[CH3:18])=[O:15])[C:7]([O:9][C:10]([CH3:13])([CH3:12])[CH3:11])=[O:8])[CH2:5][N:22]1[CH2:27][CH2:26][CH:25]([OH:28])[CH2:24][CH2:23]1. The catalyst class is: 115. (3) Reactant: [F:1][C:2]([F:26])([F:25])[C@@H:3]([NH:11][C@@H:12]([CH2:16][S:17][CH2:18][C:19]1[CH:20]=[N:21][CH:22]=[CH:23][CH:24]=1)[C:13]([OH:15])=O)[C:4]1[CH:9]=[CH:8][C:7]([F:10])=[CH:6][CH:5]=1.[NH2:27][C:28]1([C:31]#[N:32])[CH2:30][CH2:29]1.CN(C(ON1N=NC2C=CC=NC1=2)=[N+](C)C)C.F[P-](F)(F)(F)(F)F.CN1CCOCC1.[NH4+].[Cl-]. Product: [C:31]([C:28]1([NH:27][C:13](=[O:15])[C@@H:12]([NH:11][C@@H:3]([C:4]2[CH:9]=[CH:8][C:7]([F:10])=[CH:6][CH:5]=2)[C:2]([F:1])([F:26])[F:25])[CH2:16][S:17][CH2:18][C:19]2[CH:20]=[N:21][CH:22]=[CH:23][CH:24]=2)[CH2:30][CH2:29]1)#[N:32]. The catalyst class is: 39. (4) Reactant: [CH3:1][C:2]1[N:3]=[CH:4][C:5]([C:8]([OH:10])=O)=[N:6][CH:7]=1.Cl.[CH3:12][NH:13][O:14][CH3:15].Cl.CN(C)CCCN=C=NCC.ON1C2C=CC=CC=2N=N1. Product: [CH3:15][O:14][N:13]([CH3:12])[C:8]([C:5]1[CH:4]=[N:3][C:2]([CH3:1])=[CH:7][N:6]=1)=[O:10]. The catalyst class is: 289. (5) Reactant: [CH:1]1([NH:6][C:7]2[C:12]([N+:13]([O-])=O)=[CH:11][N:10]=[C:9]([NH:16][C@H:17]3[CH2:22][CH2:21][C@H:20]([OH:23])[CH2:19][CH2:18]3)[N:8]=2)[CH2:5][CH2:4][CH2:3][CH2:2]1. Product: [NH2:13][C:12]1[C:7]([NH:6][CH:1]2[CH2:5][CH2:4][CH2:3][CH2:2]2)=[N:8][C:9]([NH:16][C@H:17]2[CH2:18][CH2:19][C@H:20]([OH:23])[CH2:21][CH2:22]2)=[N:10][CH:11]=1. The catalyst class is: 50. (6) Reactant: Br[C:2]1[CH:3]=[C:4]2[C:9](=[CH:10][CH:11]=1)[N:8]=[CH:7][N:6]=[C:5]2[OH:12].C([Sn](CCCC)(CCCC)[C:18]1[CH:23]=[CH:22][CH:21]=[CH:20][N:19]=1)CCC. Product: [N:19]1[CH:20]=[CH:21][CH:22]=[CH:23][C:18]=1[C:2]1[CH:3]=[C:4]2[C:9](=[CH:10][CH:11]=1)[N:8]=[CH:7][N:6]=[C:5]2[OH:12]. The catalyst class is: 588.